Dataset: Forward reaction prediction with 1.9M reactions from USPTO patents (1976-2016). Task: Predict the product of the given reaction. (1) The product is: [ClH:1].[CH3:2][C:3]1[N:7]=[C:6]([CH2:8][NH:9][C@@H:17]2[CH2:19][C@H:18]2[C:20]2[CH:25]=[CH:24][CH:23]=[CH:22][CH:21]=2)[O:5][N:4]=1. Given the reactants [ClH:1].[CH3:2][C:3]1[N:7]=[C:6]([CH2:8][N:9]([C@H:17]2[CH2:19][C@H:18]2[C:20]2[CH:25]=[CH:24][CH:23]=[CH:22][CH:21]=2)C(=O)OC(C)(C)C)[O:5][N:4]=1, predict the reaction product. (2) The product is: [NH2:26][C:23]1[N:22]=[CH:21][C:20]([C:17]2[CH:18]=[N:19][C:14]([NH:13][C:11]([NH:10][C:7]3[CH:6]=[C:5]([C:2]4([CH3:1])[CH2:3][CH2:4]4)[O:9][N:8]=3)=[O:12])=[CH:15][CH:16]=2)=[CH:25][CH:24]=1. Given the reactants [CH3:1][C:2]1([C:5]2[O:9][N:8]=[C:7]([NH:10][C:11]([NH:13][C:14]3[N:19]=[CH:18][C:17]([C:20]4[CH:21]=[N:22][C:23]([NH:26]C(C5C=CC=CC=5)(C5C=CC=CC=5)C5C=CC=CC=5)=[CH:24][CH:25]=4)=[CH:16][CH:15]=3)=[O:12])[CH:6]=2)[CH2:4][CH2:3]1.C(O)(C(F)(F)F)=O.O, predict the reaction product. (3) Given the reactants [N+:1]([C:4]1[C:10]([OH:11])=[CH:9][CH:8]=[CH:7][C:5]=1[OH:6])([O-])=O.[H][H], predict the reaction product. The product is: [NH2:1][C:4]1[C:10]([OH:11])=[CH:9][CH:8]=[CH:7][C:5]=1[OH:6]. (4) Given the reactants [NH2:1][C:2]1[CH:3]=[C:4]([O:11][CH2:12][C:13]2[CH:18]=[CH:17][CH:16]=[CH:15][CH:14]=2)[C:5]([N+:8]([O-:10])=[O:9])=[N:6][CH:7]=1.S(=O)(=O)(O)O.[C:24](OC(=O)C)(=[O:26])[CH3:25], predict the reaction product. The product is: [C:24]([NH:1][C:2]1[CH:3]=[C:4]([O:11][CH2:12][C:13]2[CH:14]=[CH:15][CH:16]=[CH:17][CH:18]=2)[C:5]([N+:8]([O-:10])=[O:9])=[N:6][CH:7]=1)(=[O:26])[CH3:25]. (5) Given the reactants [CH2:1]([O:8][C:9](=[O:29])[NH:10][C@@H:11]1[CH2:16][CH2:15][CH2:14][CH2:13][C@H:12]1[CH2:17][NH:18][CH2:19][CH2:20][CH2:21][C:22]1[CH:27]=[CH:26][C:25]([F:28])=[CH:24][CH:23]=1)[C:2]1[CH:7]=[CH:6][CH:5]=[CH:4][CH:3]=1.[C:30]([O:34][C:35](O[C:35]([O:34][C:30]([CH3:33])([CH3:32])[CH3:31])=[O:36])=[O:36])([CH3:33])([CH3:32])[CH3:31].C1COCC1, predict the reaction product. The product is: [CH2:1]([O:8][C:9](=[O:29])[NH:10][C@@H:11]1[CH2:16][CH2:15][CH2:14][CH2:13][C@H:12]1[CH2:17][N:18]([C:35]([O:34][C:30]([CH3:33])([CH3:32])[CH3:31])=[O:36])[CH2:19][CH2:20][CH2:21][C:22]1[CH:23]=[CH:24][C:25]([F:28])=[CH:26][CH:27]=1)[C:2]1[CH:7]=[CH:6][CH:5]=[CH:4][CH:3]=1. (6) Given the reactants [NH2:1][C:2]1[C:21]([C:22]([OH:24])=[O:23])=[C:5]2[N:6]=[C:7]3[CH2:13][CH2:12][N:11]([C:14]([O:16][C:17]([CH3:20])([CH3:19])[CH3:18])=[O:15])[CH2:10][C:8]3=[CH:9][N:4]2[N:3]=1.O[N:26]1[C:30]2[CH:31]=[CH:32][CH:33]=[CH:34][C:29]=2[N:28]=[N:27]1.C(N=C=NCCCN(C)C)C, predict the reaction product. The product is: [NH2:1][C:2]1[C:21]([C:22]([O:24][N:26]2[C:30]3[CH:31]=[CH:32][CH:33]=[CH:34][C:29]=3[N:28]=[N:27]2)=[O:23])=[C:5]2[N:6]=[C:7]3[CH2:13][CH2:12][N:11]([C:14]([O:16][C:17]([CH3:19])([CH3:20])[CH3:18])=[O:15])[CH2:10][C:8]3=[CH:9][N:4]2[N:3]=1. (7) Given the reactants O.[NH2:2][NH2:3].[F:4][C:5]1[CH:28]=[CH:27][C:8]([O:9][C:10]2[C:18]3[N:17]=[C:16](S)[NH:15][C:14]=3[CH:13]=[C:12]([O:20][C:21]3[CH:22]=[N:23][CH:24]=[CH:25][CH:26]=3)[CH:11]=2)=[CH:7][CH:6]=1, predict the reaction product. The product is: [F:4][C:5]1[CH:28]=[CH:27][C:8]([O:9][C:10]2[C:18]3[N:17]=[C:16]([NH:2][NH2:3])[NH:15][C:14]=3[CH:13]=[C:12]([O:20][C:21]3[CH:22]=[N:23][CH:24]=[CH:25][CH:26]=3)[CH:11]=2)=[CH:7][CH:6]=1.